From a dataset of Catalyst prediction with 721,799 reactions and 888 catalyst types from USPTO. Predict which catalyst facilitates the given reaction. (1) Reactant: [NH:1]1[CH2:6][CH2:5][O:4][CH2:3][CH2:2]1.Br[CH2:8][CH2:9][C:10]1[C:18]2[C:13](=[CH:14][CH:15]=[CH:16][CH:17]=2)[NH:12][CH:11]=1. Product: [NH:12]1[C:13]2[C:18](=[CH:17][CH:16]=[CH:15][CH:14]=2)[C:10]([CH2:9][CH2:8][N:1]2[CH2:6][CH2:5][O:4][CH2:3][CH2:2]2)=[CH:11]1. The catalyst class is: 12. (2) Reactant: [Cl:1][C:2]1[CH:3]=[C:4]([C@:9]23[CH2:14][CH:13]2[CH2:12][O:11][C:10]3=[O:15])[CH:5]=[CH:6][C:7]=1[Cl:8].ClCCl. Product: [Cl:1][C:2]1[CH:3]=[C:4]([C@:9]2([CH2:10][OH:15])[CH2:14][CH:13]2[CH2:12][OH:11])[CH:5]=[CH:6][C:7]=1[Cl:8]. The catalyst class is: 7. (3) Reactant: [Cl:1][C:2]1[C:3]([F:32])=[C:4]([C:23]2[CH:24]=[CH:25][C:26]([C:29]([OH:31])=O)=[N:27][CH:28]=2)[C:5]([O:20][CH2:21][CH3:22])=[C:6]([CH:8]([NH:10][C:11]2[N:19]=[CH:18][N:17]=[C:16]3[C:12]=2[N:13]=[CH:14][NH:15]3)[CH3:9])[CH:7]=1.F[P-](F)(F)(F)(F)F.N1(O[P+](N(C)C)(N(C)C)[N:51]([CH3:53])[CH3:52])C2C=CC=CC=2N=N1.CNC.C1COCC1.C(N(CC)CC)C. Product: [Cl:1][C:2]1[C:3]([F:32])=[C:4]([C:23]2[CH:24]=[CH:25][C:26]([C:29]([N:51]([CH3:53])[CH3:52])=[O:31])=[N:27][CH:28]=2)[C:5]([O:20][CH2:21][CH3:22])=[C:6]([CH:8]([NH:10][C:11]2[N:19]=[CH:18][N:17]=[C:16]3[C:12]=2[N:13]=[CH:14][NH:15]3)[CH3:9])[CH:7]=1. The catalyst class is: 31. (4) Reactant: Cl[C:2]1[CH:3]=[C:4]([NH:10][C:11]2[CH:16]=[CH:15][C:14]([N:17]3[CH2:22][CH2:21][N:20]([CH:23]([CH3:25])[CH3:24])[CH2:19][CH2:18]3)=[CH:13][N:12]=2)[C:5](=[O:9])[N:6]([CH3:8])[N:7]=1.[C:26]([O:29][CH2:30][C:31]1[C:36](B2OC(C)(C)C(C)(C)O2)=[CH:35][CH:34]=[CH:33][C:32]=1[N:46]1[N:55]=[CH:54][C:53]2[C:48](=[C:49]([F:60])[CH:50]=[C:51]([C:56]([CH3:59])([CH3:58])[CH3:57])[CH:52]=2)[C:47]1=[O:61])(=[O:28])[CH3:27].[O-]P([O-])([O-])=O.[K+].[K+].[K+].CC(C1C=C(C(C)C)C(C2C=CC=CC=2P(C2CCCCC2)C2CCCCC2)=C(C(C)C)C=1)C. Product: [C:26]([O:29][CH2:30][C:31]1[C:36]([C:2]2[CH:3]=[C:4]([NH:10][C:11]3[CH:16]=[CH:15][C:14]([N:17]4[CH2:22][CH2:21][N:20]([CH:23]([CH3:25])[CH3:24])[CH2:19][CH2:18]4)=[CH:13][N:12]=3)[C:5](=[O:9])[N:6]([CH3:8])[N:7]=2)=[CH:35][CH:34]=[CH:33][C:32]=1[N:46]1[N:55]=[CH:54][C:53]2[C:48](=[C:49]([F:60])[CH:50]=[C:51]([C:56]([CH3:58])([CH3:57])[CH3:59])[CH:52]=2)[C:47]1=[O:61])(=[O:28])[CH3:27]. The catalyst class is: 333.